This data is from Reaction yield outcomes from USPTO patents with 853,638 reactions. The task is: Predict the reaction yield, written as a fraction of the theoretical maximum amount of product (1.0 means a 100% yield; for example, 0.34 means a 34% yield). (1) The reactants are [Li+].CC([N-]C(C)C)C.[N+](C1C=CC(CP(=O)(OCC)OCC)=CC=1)([O-])=O.IC.[N+:29]([C:32]1[CH:37]=[CH:36][C:35]([C:38]([P:41](=[O:48])([O:45][CH2:46][CH3:47])[O:42][CH2:43][CH3:44])(C)[CH3:39])=[CH:34][CH:33]=1)([O-:31])=[O:30]. The catalyst is C1COCC1.CCOC(C)=O.O. The product is [N+:29]([C:32]1[CH:37]=[CH:36][C:35]([CH:38]([P:41](=[O:48])([O:42][CH2:43][CH3:44])[O:45][CH2:46][CH3:47])[CH3:39])=[CH:34][CH:33]=1)([O-:31])=[O:30]. The yield is 0.170. (2) The reactants are [C:1]([C:5]1[CH:6]=[C:7]2[C:12](=[CH:13][CH:14]=1)[N+:11]([O-])=[CH:10][CH:9]=[CH:8]2)([CH3:4])([CH3:3])[CH3:2].C[Si]([C:20]#[N:21])(C)C.CN(C)C. The catalyst is C(#N)C. The product is [C:1]([C:5]1[CH:6]=[C:7]2[C:12](=[CH:13][CH:14]=1)[N:11]=[C:10]([C:20]#[N:21])[CH:9]=[CH:8]2)([CH3:4])([CH3:3])[CH3:2]. The yield is 0.910. (3) The reactants are [CH3:1][C:2]1[C:6]([CH2:7][N:8]2[CH:12]=[C:11]([N:13]3[C:17](=[O:18])[CH2:16][NH:15][C:14]3=[O:19])[CH:10]=[N:9]2)=[C:5]([CH3:20])[O:4][N:3]=1.Br[CH2:22][C:23]1[CH:28]=[CH:27][CH:26]=[CH:25][N:24]=1. No catalyst specified. The product is [CH3:1][C:2]1[C:6]([CH2:7][N:8]2[CH:12]=[C:11]([N:13]3[C:17](=[O:18])[CH2:16][N:15]([CH2:22][C:23]4[CH:28]=[CH:27][CH:26]=[CH:25][N:24]=4)[C:14]3=[O:19])[CH:10]=[N:9]2)=[C:5]([CH3:20])[O:4][N:3]=1. The yield is 0.500. (4) The reactants are [O:1]=[C:2]1[CH2:6][O:5][C:4]2([CH2:11][CH2:10][N:9]([C:12]([O:14][CH2:15][CH3:16])=[O:13])[CH2:8][CH2:7]2)[CH2:3]1.[C:17]1([C:23]#[C:24][Mg]Br)[CH:22]=[CH:21][CH:20]=[CH:19][CH:18]=1. The catalyst is C1COCC1. The product is [OH:1][C:2]1([C:24]#[C:23][C:17]2[CH:22]=[CH:21][CH:20]=[CH:19][CH:18]=2)[CH2:3][C:4]2([CH2:11][CH2:10][N:9]([C:12]([O:14][CH2:15][CH3:16])=[O:13])[CH2:8][CH2:7]2)[O:5][CH2:6]1. The yield is 0.872. (5) The reactants are [CH3:1][C:2]([CH3:29])([CH3:28])[CH2:3][CH2:4][NH:5][CH:6]([C:8]1[O:12][C:11]([NH:13][C:14]([C@@H:16]([NH:20]C(=O)OC(C)(C)C)[CH2:17][CH2:18][CH3:19])=[O:15])=[N:10][CH:9]=1)[CH3:7].Cl.O1CCOCC1. No catalyst specified. The product is [CH3:29][C:2]([CH3:1])([CH3:28])[CH2:3][CH2:4][NH:5][CH:6]([C:8]1[O:12][C:11]([NH:13][C:14](=[O:15])[C@@H:16]([NH2:20])[CH2:17][CH2:18][CH3:19])=[N:10][CH:9]=1)[CH3:7]. The yield is 0.590. (6) The reactants are [Cl:1][C:2]1[CH:7]=[CH:6][C:5]([NH:8][CH2:9][CH2:10][C:11]([OH:13])=[O:12])=[CH:4][CH:3]=1.[Cl:14][C:15]1[CH:20]=[CH:19][C:18]([S:21](Cl)(=[O:23])=[O:22])=[CH:17][CH:16]=1. The catalyst is N1C=CC=CC=1. The product is [Cl:14][C:15]1[CH:20]=[CH:19][C:18]([S:21]([N:8]([CH2:9][CH2:10][C:11]([OH:13])=[O:12])[C:5]2[CH:4]=[CH:3][C:2]([Cl:1])=[CH:7][CH:6]=2)(=[O:23])=[O:22])=[CH:17][CH:16]=1. The yield is 0.460.